This data is from Forward reaction prediction with 1.9M reactions from USPTO patents (1976-2016). The task is: Predict the product of the given reaction. The product is: [CH3:18][O:19][C:20]1[CH:25]=[CH:24][C:23]([NH:26][C:27]([NH:17][C:13]2[CH:14]=[CH:15][CH:16]=[C:11]([C:2]3[CH:3]=[N:4][C:5]4[C:10](=[CH:9][CH:8]=[CH:7][CH:6]=4)[N:1]=3)[CH:12]=2)=[O:28])=[CH:22][CH:21]=1. Given the reactants [N:1]1[C:10]2[C:5](=[CH:6][CH:7]=[CH:8][CH:9]=2)[N:4]=[CH:3][C:2]=1[C:11]1[CH:12]=[C:13]([NH2:17])[CH:14]=[CH:15][CH:16]=1.[CH3:18][O:19][C:20]1[CH:25]=[CH:24][C:23]([N:26]=[C:27]=[O:28])=[CH:22][CH:21]=1, predict the reaction product.